Dataset: NCI-60 drug combinations with 297,098 pairs across 59 cell lines. Task: Regression. Given two drug SMILES strings and cell line genomic features, predict the synergy score measuring deviation from expected non-interaction effect. (1) Drug 1: C1=CN(C=N1)CC(O)(P(=O)(O)O)P(=O)(O)O. Drug 2: CN(C(=O)NC(C=O)C(C(C(CO)O)O)O)N=O. Cell line: CAKI-1. Synergy scores: CSS=-2.46, Synergy_ZIP=-1.94, Synergy_Bliss=-6.17, Synergy_Loewe=-3.30, Synergy_HSA=-5.23. (2) Drug 1: C1CN1C2=NC(=NC(=N2)N3CC3)N4CC4. Drug 2: CCC1(CC2CC(C3=C(CCN(C2)C1)C4=CC=CC=C4N3)(C5=C(C=C6C(=C5)C78CCN9C7C(C=CC9)(C(C(C8N6C)(C(=O)OC)O)OC(=O)C)CC)OC)C(=O)OC)O.OS(=O)(=O)O. Cell line: HCC-2998. Synergy scores: CSS=19.0, Synergy_ZIP=-1.08, Synergy_Bliss=-3.90, Synergy_Loewe=-7.37, Synergy_HSA=-5.63. (3) Drug 1: CC1C(C(CC(O1)OC2CC(CC3=C2C(=C4C(=C3O)C(=O)C5=C(C4=O)C(=CC=C5)OC)O)(C(=O)CO)O)N)O. Drug 2: CC1(CCCN1)C2=NC3=C(C=CC=C3N2)C(=O)N. Cell line: SK-OV-3. Synergy scores: CSS=47.3, Synergy_ZIP=8.27, Synergy_Bliss=7.39, Synergy_Loewe=-44.9, Synergy_HSA=5.88. (4) Drug 1: CS(=O)(=O)C1=CC(=C(C=C1)C(=O)NC2=CC(=C(C=C2)Cl)C3=CC=CC=N3)Cl. Drug 2: COCCOC1=C(C=C2C(=C1)C(=NC=N2)NC3=CC=CC(=C3)C#C)OCCOC.Cl. Cell line: OVCAR-8. Synergy scores: CSS=11.6, Synergy_ZIP=-1.64, Synergy_Bliss=3.56, Synergy_Loewe=3.48, Synergy_HSA=3.75. (5) Drug 1: COC1=C(C=C2C(=C1)N=CN=C2NC3=CC(=C(C=C3)F)Cl)OCCCN4CCOCC4. Drug 2: CC1C(C(CC(O1)OC2CC(CC3=C2C(=C4C(=C3O)C(=O)C5=CC=CC=C5C4=O)O)(C(=O)C)O)N)O. Cell line: HOP-92. Synergy scores: CSS=46.3, Synergy_ZIP=5.24, Synergy_Bliss=6.24, Synergy_Loewe=-10.4, Synergy_HSA=8.92. (6) Drug 1: CCC1=CC2CC(C3=C(CN(C2)C1)C4=CC=CC=C4N3)(C5=C(C=C6C(=C5)C78CCN9C7C(C=CC9)(C(C(C8N6C)(C(=O)OC)O)OC(=O)C)CC)OC)C(=O)OC.C(C(C(=O)O)O)(C(=O)O)O. Drug 2: C1=NC2=C(N=C(N=C2N1C3C(C(C(O3)CO)O)F)Cl)N. Synergy scores: CSS=41.8, Synergy_ZIP=-6.20, Synergy_Bliss=-2.12, Synergy_Loewe=-8.70, Synergy_HSA=-0.516. Cell line: SF-539. (7) Drug 1: CS(=O)(=O)OCCCCOS(=O)(=O)C. Drug 2: C1CC(=O)NC(=O)C1N2C(=O)C3=CC=CC=C3C2=O. Cell line: MOLT-4. Synergy scores: CSS=40.4, Synergy_ZIP=-1.52, Synergy_Bliss=2.45, Synergy_Loewe=1.79, Synergy_HSA=4.89.